From a dataset of Forward reaction prediction with 1.9M reactions from USPTO patents (1976-2016). Predict the product of the given reaction. The product is: [CH3:1][O:2][C:3]1[CH:4]=[C:5]2[C:8](=[CH:9][C:10]=1[O:11][CH3:12])[C@@H:7]([CH2:13][N:14]([CH3:15])[CH2:17][CH2:18][CH2:19][N:20]1[C:28](=[O:29])[C:27]3[C:22](=[CH:23][CH:24]=[CH:25][CH:26]=3)[C:21]1=[O:30])[CH2:6]2. Given the reactants [CH3:1][O:2][C:3]1[CH:4]=[C:5]2[C:8](=[CH:9][C:10]=1[O:11][CH3:12])[C@@H:7]([CH2:13][NH:14][CH3:15])[CH2:6]2.Br[CH2:17][CH2:18][CH2:19][N:20]1[C:28](=[O:29])[C:27]2[C:22](=[CH:23][CH:24]=[CH:25][CH:26]=2)[C:21]1=[O:30].C(=O)([O-])[O-].[K+].[K+], predict the reaction product.